From a dataset of Full USPTO retrosynthesis dataset with 1.9M reactions from patents (1976-2016). Predict the reactants needed to synthesize the given product. (1) Given the product [F:32][C:7]1[C:6]([CH:2]=[O:1])=[C:22]([B:23]2[O:27][C:26]([CH3:29])([CH3:28])[C:25]([CH3:31])([CH3:30])[O:24]2)[CH:21]=[CH:20][C:8]=1[O:9][C:10]1[CH:17]=[CH:16][C:13]([C:14]#[N:15])=[C:12]([O:18][CH3:19])[N:11]=1, predict the reactants needed to synthesize it. The reactants are: [O:1]1CCO[CH:2]1[C:6]1[C:7]([F:32])=[C:8]([CH:20]=[CH:21][C:22]=1[B:23]1[O:27][C:26]([CH3:29])([CH3:28])[C:25]([CH3:31])([CH3:30])[O:24]1)[O:9][C:10]1[CH:17]=[CH:16][C:13]([C:14]#[N:15])=[C:12]([O:18][CH3:19])[N:11]=1.Cl.O. (2) Given the product [C:27]([O:26][C:24]([N:7]1[CH2:8][CH2:9][N:10]([C:11]2[S:12][C:13]3[CH:19]=[C:18]([C:20]([F:21])([F:23])[F:22])[CH:17]=[CH:16][C:14]=3[N:15]=2)[C@H:5]([CH2:3][OH:2])[CH2:6]1)=[O:25])([CH3:30])([CH3:29])[CH3:28], predict the reactants needed to synthesize it. The reactants are: C[O:2][C:3]([C@H:5]1[N:10]([C:11]2[S:12][C:13]3[CH:19]=[C:18]([C:20]([F:23])([F:22])[F:21])[CH:17]=[CH:16][C:14]=3[N:15]=2)[CH2:9][CH2:8][N:7]([C:24]([O:26][C:27]([CH3:30])([CH3:29])[CH3:28])=[O:25])[CH2:6]1)=O.[BH4-].[Li+].[Cl-].[NH4+]. (3) Given the product [CH3:27][C:17]1[CH:22]=[CH:21][C:20]([S:23]([O:8][CH:4]2[CH2:5][CH2:6][CH2:7][C:2]([CH3:9])([CH3:1])[CH2:3]2)(=[O:25])=[O:24])=[CH:19][CH:18]=1, predict the reactants needed to synthesize it. The reactants are: [CH3:1][C:2]1([CH3:9])[CH2:7][CH2:6][CH2:5][CH:4]([OH:8])[CH2:3]1.C(N(CC)CC)C.[C:17]1([CH3:27])[CH:22]=[CH:21][C:20]([S:23](Cl)(=[O:25])=[O:24])=[CH:19][CH:18]=1. (4) Given the product [NH2:1][C:2]1[N:7]=[CH:6][C:5]([C:8]2[CH:9]=[C:10]([NH:14][C:15](=[O:17])[CH3:16])[CH:11]=[CH:12][CH:13]=2)=[C:4]([CH2:18][CH3:19])[C:3]=1[C:22]1[S:21][CH:25]=[CH:24][CH:23]=1, predict the reactants needed to synthesize it. The reactants are: [NH2:1][C:2]1[N:7]=[CH:6][C:5]([C:8]2[CH:9]=[C:10]([NH:14][C:15](=[O:17])[CH3:16])[CH:11]=[CH:12][CH:13]=2)=[C:4]([CH2:18][CH3:19])[C:3]=1Br.[S:21]1[CH:25]=[CH:24][CH:23]=[C:22]1B(O)O.C([O-])([O-])=O.[Na+].[Na+]. (5) Given the product [C:1]([C:5]1[CH:23]=[C:8]2[N:9]=[C:10]([CH3:22])[C:11]([CH:14]([CH2:19][CH2:20][CH3:21])[C:15]([O:17][CH3:18])=[O:16])=[C:12]([C:27]3[CH:28]=[CH:29][CH:30]=[C:25]([OH:44])[CH:26]=3)[N:7]2[N:6]=1)([CH3:4])([CH3:3])[CH3:2], predict the reactants needed to synthesize it. The reactants are: [C:1]([C:5]1[CH:23]=[C:8]2[N:9]=[C:10]([CH3:22])[C:11]([CH:14]([CH2:19][CH2:20][CH3:21])[C:15]([O:17][CH3:18])=[O:16])=[C:12](Cl)[N:7]2[N:6]=1)([CH3:4])([CH3:3])[CH3:2].B(O)(O)[C:25]1[CH:26]=[CH:27][C:28](C)=[CH:29][CH:30]=1.C(N(C(C)C)CC)(C)C.C[O:44]CCOC.O.